This data is from Full USPTO retrosynthesis dataset with 1.9M reactions from patents (1976-2016). The task is: Predict the reactants needed to synthesize the given product. (1) Given the product [CH2:1]([N:8]1[C:16]2[C:11](=[N:12][C:13]([Cl:18])=[N:14][C:15]=2[NH:25][CH:19]2[CH2:24][CH2:23][CH2:22][CH2:21][CH2:20]2)[N:10]=[CH:9]1)[C:2]1[CH:7]=[CH:6][CH:5]=[CH:4][CH:3]=1, predict the reactants needed to synthesize it. The reactants are: [CH2:1]([N:8]1[C:16]2[C:11](=[N:12][C:13]([Cl:18])=[N:14][C:15]=2Cl)[N:10]=[CH:9]1)[C:2]1[CH:7]=[CH:6][CH:5]=[CH:4][CH:3]=1.[CH:19]1([NH2:25])[CH2:24][CH2:23][CH2:22][CH2:21][CH2:20]1.C(=O)([O-])[O-].[K+].[K+].O. (2) The reactants are: [Cl:1][C:2]1[CH:3]=[C:4]([N:22]([CH3:29])[CH:23]2[CH2:28][CH2:27][NH:26][CH2:25][CH2:24]2)[C:5]([CH3:21])=[C:6]([CH:20]=1)[C:7]([NH:9][CH2:10][C:11]1[C:12](=[O:19])[NH:13][C:14]([CH3:18])=[CH:15][C:16]=1[CH3:17])=[O:8].C=O.[C:32]([BH3-])#N.[Na+]. Given the product [Cl:1][C:2]1[CH:3]=[C:4]([N:22]([CH3:29])[CH:23]2[CH2:28][CH2:27][N:26]([CH3:32])[CH2:25][CH2:24]2)[C:5]([CH3:21])=[C:6]([CH:20]=1)[C:7]([NH:9][CH2:10][C:11]1[C:12](=[O:19])[NH:13][C:14]([CH3:18])=[CH:15][C:16]=1[CH3:17])=[O:8], predict the reactants needed to synthesize it.